From a dataset of Catalyst prediction with 721,799 reactions and 888 catalyst types from USPTO. Predict which catalyst facilitates the given reaction. (1) Reactant: [F:1][C:2]1[CH:3]=[CH:4][C:5]2[C:6]3[C:15]([C:16]([N:18]([CH3:20])[CH3:19])=[O:17])=[N:14][NH:13][C:12](=[O:21])[C:7]=3[N:8]([CH3:11])[C:9]=2[CH:10]=1.C(=O)([O-])[O-].[K+].[K+].Br[C:29]1[CH:30]=[N:31][C:32]([O:35][CH3:36])=[CH:33][CH:34]=1. Product: [F:1][C:2]1[CH:3]=[CH:4][C:5]2[C:6]3[C:15]([C:16]([N:18]([CH3:19])[CH3:20])=[O:17])=[N:14][N:13]([C:29]4[CH:34]=[CH:33][C:32]([O:35][CH3:36])=[N:31][CH:30]=4)[C:12](=[O:21])[C:7]=3[N:8]([CH3:11])[C:9]=2[CH:10]=1. The catalyst class is: 9. (2) Reactant: [Cl:1][C:2]1[C:7]([C:8](Cl)=[O:9])=[C:6]([Cl:11])[N:5]=[CH:4][N:3]=1.[NH3:12].CCOC(C)=O. Product: [Cl:1][C:2]1[C:7]([C:8]([NH2:12])=[O:9])=[C:6]([Cl:11])[N:5]=[CH:4][N:3]=1. The catalyst class is: 1. (3) Reactant: Br[CH2:2]/[CH:3]=[CH:4]/[C:5]([O:7][CH3:8])=[O:6].[NH:9]1[CH2:14][CH2:13][CH2:12][CH2:11][CH2:10]1. Product: [CH3:8][O:7][C:5](=[O:6])[CH:4]=[CH:3][CH2:2][N:9]1[CH2:14][CH2:13][CH2:12][CH2:11][CH2:10]1. The catalyst class is: 4. (4) The catalyst class is: 15. Product: [Cl:1][C:2]1[CH:9]=[C:6]2[C:5](=[CH:4][CH:3]=1)[O:10][C:22](=[O:23])[C:21]([S:18]([NH:17][C:16]1[CH:25]=[CH:26][C:13]([O:12][CH3:11])=[CH:14][CH:15]=1)(=[O:20])=[O:19])=[CH:7]2. Reactant: [Cl:1][C:2]1[CH:9]=[C:6]([CH:7]=O)[C:5]([OH:10])=[CH:4][CH:3]=1.[CH3:11][O:12][C:13]1[CH:26]=[CH:25][C:16]([NH:17][S:18]([CH2:21][C:22](O)=[O:23])(=[O:20])=[O:19])=[CH:15][CH:14]=1. (5) Reactant: Br[C:2]1[C:3]([OH:12])=[N:4][CH:5]=[C:6]([C:8]([F:11])([F:10])[F:9])[CH:7]=1.[H-].[Na+].C([Li])(C)(C)C.CN([CH:23]=[O:24])C. Product: [OH:12][C:3]1[N:4]=[CH:5][C:6]([C:8]([F:11])([F:10])[F:9])=[CH:7][C:2]=1[CH:23]=[O:24]. The catalyst class is: 773. (6) Reactant: [F:1][C:2]([F:22])([F:21])[C:3]1[CH:15]=[C:14]2[C:6]([C:7]3[CH:8]=[CH:9][C:10]([C:16](OCC)=[O:17])=[CH:11][C:12]=3[NH:13]2)=[CH:5][CH:4]=1.[NH3:23]. Product: [F:1][C:2]([F:22])([F:21])[C:3]1[CH:15]=[C:14]2[C:6]([C:7]3[CH:8]=[CH:9][C:10]([C:16]([NH2:23])=[O:17])=[CH:11][C:12]=3[NH:13]2)=[CH:5][CH:4]=1. The catalyst class is: 5.